Dataset: Reaction yield outcomes from USPTO patents with 853,638 reactions. Task: Predict the reaction yield, written as a fraction of the theoretical maximum amount of product (1.0 means a 100% yield; for example, 0.34 means a 34% yield). (1) The reactants are [C:1]([C:3]1[CH:4]=[C:5]([C:13]2[O:17][N:16]=[C:15]([C:18]3[C:19]([CH3:40])=[C:20]4[C:25](=[CH:26][CH:27]=3)[CH2:24][N:23]([C:28](=[O:39])[CH2:29][CH2:30][NH:31]C(=O)OC(C)(C)C)[CH2:22][CH2:21]4)[N:14]=2)[CH:6]=[CH:7][C:8]=1[O:9][CH:10]([CH3:12])[CH3:11])#[N:2].[ClH:41].C(OCC)C. The catalyst is O1CCOCC1. The product is [ClH:41].[NH2:31][CH2:30][CH2:29][C:28]([N:23]1[CH2:22][CH2:21][C:20]2[C:25](=[CH:26][CH:27]=[C:18]([C:15]3[N:14]=[C:13]([C:5]4[CH:6]=[CH:7][C:8]([O:9][CH:10]([CH3:12])[CH3:11])=[C:3]([CH:4]=4)[C:1]#[N:2])[O:17][N:16]=3)[C:19]=2[CH3:40])[CH2:24]1)=[O:39]. The yield is 0.750. (2) The reactants are [CH2:1]([C@@H:8]1[NH:13][CH2:12][CH2:11][N:10]([C:14]2[CH:19]=[CH:18][C:17]([O:20][CH3:21])=[C:16]([O:22][CH:23]3[CH2:27][CH2:26][CH2:25][CH2:24]3)[CH:15]=2)[CH2:9]1)[C:2]1[CH:7]=[CH:6][CH:5]=[CH:4][CH:3]=1.C=O.[C:30](O[BH-](OC(=O)C)OC(=O)C)(=O)C.[Na+]. The catalyst is C(Cl)Cl. The product is [CH2:1]([C@H:8]1[CH2:9][N:10]([C:14]2[CH:19]=[CH:18][C:17]([O:20][CH3:21])=[C:16]([O:22][CH:23]3[CH2:27][CH2:26][CH2:25][CH2:24]3)[CH:15]=2)[CH2:11][CH2:12][N:13]1[CH3:30])[C:2]1[CH:3]=[CH:4][CH:5]=[CH:6][CH:7]=1. The yield is 0.910. (3) The reactants are C[O:2][C:3]([C:5]1[CH:6]=[C:7]([NH:11][C:12]2[N:17]=[C:16]([NH:18][C:19]3[CH:24]=[CH:23][CH:22]=[C:21]([C:25]([O:27]C)=[O:26])[CH:20]=3)[C:15]([F:29])=[CH:14][N:13]=2)[CH:8]=[CH:9][CH:10]=1)=[O:4].[OH-].[Na+]. The catalyst is C1COCC1.O.C(OCC)(=O)C. The product is [C:3]([C:5]1[CH:6]=[C:7]([NH:11][C:12]2[N:17]=[C:16]([NH:18][C:19]3[CH:24]=[CH:23][CH:22]=[C:21]([C:25]([OH:27])=[O:26])[CH:20]=3)[C:15]([F:29])=[CH:14][N:13]=2)[CH:8]=[CH:9][CH:10]=1)([OH:4])=[O:2]. The yield is 0.580.